From a dataset of Full USPTO retrosynthesis dataset with 1.9M reactions from patents (1976-2016). Predict the reactants needed to synthesize the given product. The reactants are: [F:1][C:2]1[CH:9]=[CH:8][C:5]([CH2:6][OH:7])=[CH:4][CH:3]=1.F[C:11]1[CH:16]=[CH:15][C:14]([N+:17]([O-:19])=[O:18])=[CH:13][CH:12]=1. Given the product [F:1][C:2]1[CH:9]=[CH:8][C:5]([CH2:6][O:7][C:11]2[CH:16]=[CH:15][C:14]([N+:17]([O-:19])=[O:18])=[CH:13][CH:12]=2)=[CH:4][CH:3]=1, predict the reactants needed to synthesize it.